Dataset: Reaction yield outcomes from USPTO patents with 853,638 reactions. Task: Predict the reaction yield, written as a fraction of the theoretical maximum amount of product (1.0 means a 100% yield; for example, 0.34 means a 34% yield). (1) The reactants are [Cl:1][C:2]1[CH:17]=[CH:16][C:5]2[S:6][C:7]3[CH:15]=[CH:14][CH:13]=[CH:12][C:8]=3[C:9](Cl)=[N:10][C:4]=2[CH:3]=1.[CH2:18]1[CH2:22]O[CH2:20][CH2:19]1.[Cl-].[Mg+2].CC1C[CH2:30][NH:29][CH2:28]C1.[Cl-]. The catalyst is CN1CCCC1=O. The product is [Cl:1][C:2]1[CH:17]=[CH:16][C:5]2[S:6][C:7]3[CH:15]=[CH:14][CH:13]=[CH:12][C:8]=3[C:9]([CH:18]3[CH2:22][CH2:28][N:29]([CH3:30])[CH2:20][CH2:19]3)=[N:10][C:4]=2[CH:3]=1. The yield is 0.860. (2) The product is [CH:15]1([N:13]2[CH:14]=[C:10]([NH:9][C:8]([NH:20][C:21]3[CH:30]=[CH:29][CH:28]=[C:27]4[C:22]=3[CH:23]=[CH:24][N:25]=[CH:26]4)=[O:19])[N:11]=[CH:12]2)[CH2:16][CH2:17][CH2:18]1. The catalyst is O1CCOCC1.CN(C=O)C. The reactants are C1(O[C:8](=[O:19])[NH:9][C:10]2[N:11]=[CH:12][N:13]([CH:15]3[CH2:18][CH2:17][CH2:16]3)[CH:14]=2)C=CC=CC=1.[NH2:20][C:21]1[CH:30]=[CH:29][CH:28]=[C:27]2[C:22]=1[CH:23]=[CH:24][N:25]=[CH:26]2. The yield is 0.520. (3) The reactants are [CH2:1]=[C:2]([C:7]([O:10]S(F)(=O)=O)([F:9])[F:8])[C:3]([F:6])([F:5])[F:4].[C:15](O[K])([C:21]([F:24])([F:23])[F:22])([C:17]([F:20])([F:19])[F:18])[F:16].[F-].[K+].FC(F)(F)C(C(F)(F)F)=O. The catalyst is O.COCCOCCOC. The product is [CH2:1]=[C:2]([C:7]([O:10][C:15]([C:21]([F:24])([F:23])[F:22])([C:17]([F:20])([F:19])[F:18])[F:16])([F:9])[F:8])[C:3]([F:6])([F:5])[F:4]. The yield is 0.750.